From a dataset of Reaction yield outcomes from USPTO patents with 853,638 reactions. Predict the reaction yield, written as a fraction of the theoretical maximum amount of product (1.0 means a 100% yield; for example, 0.34 means a 34% yield). (1) The catalyst is C1COCC1. The reactants are [Cl:1][C:2]1[CH:7]=[CH:6][C:5]([CH:8]=[O:9])=[CH:4][C:3]=1[NH:10][S:11]([C:14]1[CH:19]=[CH:18][C:17]([O:20][CH3:21])=[C:16]([O:22][CH3:23])[CH:15]=1)(=[O:13])=[O:12].C[Li].[CH3:26]COCC. The yield is 1.00. The product is [Cl:1][C:2]1[CH:7]=[CH:6][C:5]([CH:8]([OH:9])[CH3:26])=[CH:4][C:3]=1[NH:10][S:11]([C:14]1[CH:19]=[CH:18][C:17]([O:20][CH3:21])=[C:16]([O:22][CH3:23])[CH:15]=1)(=[O:13])=[O:12]. (2) The reactants are Cl.[NH2:2][CH2:3][C:4]1[CH:12]=[CH:11][CH:10]=[C:9]2[C:5]=1[CH2:6][N:7]([CH:14]1[CH2:19][CH2:18][C:17](=[O:20])[NH:16][C:15]1=[O:21])[C:8]2=[O:13].[C:22](Cl)(=[O:31])[C:23]1[CH:28]=[CH:27][C:26]([O:29][CH3:30])=[CH:25][CH:24]=1.C(N(CC)CC)C. The catalyst is C1COCC1. The product is [O:21]=[C:15]1[CH:14]([N:7]2[CH2:6][C:5]3[C:9](=[CH:10][CH:11]=[CH:12][C:4]=3[CH2:3][NH:2][C:22](=[O:31])[C:23]3[CH:28]=[CH:27][C:26]([O:29][CH3:30])=[CH:25][CH:24]=3)[C:8]2=[O:13])[CH2:19][CH2:18][C:17](=[O:20])[NH:16]1. The yield is 0.900.